This data is from Drug-target binding data from BindingDB using Ki measurements. The task is: Regression. Given a target protein amino acid sequence and a drug SMILES string, predict the binding affinity score between them. We predict pKi (pKi = -log10(Ki in M); higher means stronger inhibition). Dataset: bindingdb_ki. (1) The small molecule is O=C(CN1CCN(C(=O)c2ccco2)CC1)Nc1cc(C(F)(F)F)ccc1Cl. The target protein sequence is MCGNNMSTPLPAIVPAARKATAAVIFLHGLGDTGHGWAEAFAGIRSSHIKYICPHAPVRPVTLNMNVAMPSWFDLIGLSPDSQEDESGIKQAAENIKALIDQEVKNGIPSNRIILGGFSQGGALSLYTALTTQQKLAGVTALSCWLPLRASFPQGPIGGANRDISILQCHGDCDPLVPLMFGSLTVEKLKTLVNPANVTFKTYEGMMHSSCQQEMMDVKQFIDKLLPPID. The pKi is 5.7. (2) The target protein (P29120) has sequence MERRAWSLQCTAFVLFCAWCALNSAKAKRQFVNEWAAEIPGGPEAASAIAEELGYDLLGQIGSLENHYLFKHKNHPRRSRRSAFHITKRLSDDDRVIWAEQQYEKERSKRSALRDSALNLFNDPMWNQQWYLQDTRMTAALPKLDLHVIPVWQKGITGKGVVITVLDDGLEWNHTDIYANYDPEASYDFNDNDHDPFPRYDPTNENKHGTRCAGEIAMQANNHKCGVGVAYNSKVGGIRMLDGIVTDAIEASSIGFNPGHVDIYSASWGPNDDGKTVEGPGRLAQKAFEYGVKQGRQGKGSIFVWASGNGGRQGDNCDCDGYTDSIYTISISSASQQGLSPWYAEKCSSTLATSYSSGDYTDQRITSADLHNDCTETHTGTSASAPLAAGIFALALEANPNLTWRDMQHLVVWTSEYDPLANNPGWKKNGAGLMVNSRFGFGLLNAKALVDLADPRTWRSVPEKKECVVKDNDFEPRALKANGEVIIEIPTRACEGQENA.... The drug is CC(C)[C@H](NC(=O)[C@H](CCCN=C(N)N)NC(=O)Cc1ccccc1)C(=O)N[C@@H](CCCN=C(N)N)C(=O)NCc1ccc(C(=N)N)cc1. The pKi is 9.1. (3) The small molecule is CN1CCN(C2=Nc3cc(Cl)ccc3Nc3ccccc32)CC1. The target protein (P07305) has sequence MTENSTSAPAAKPKRAKASKKSTDHPKYSDMIVAAIQAEKNRAGSSRQSIQKYIKSHYKVGENADSQIKLSIKRLVTTGVLKQTKGVGASGSFRLAKSDEPKKSVAFKKTKKEIKKVATPKKASKPKKAASKAPTKKPKATPVKKAKKKLAATPKKAKKPKTVKAKPVKASKPKKAKPVKPKAKSSAKRAGKKK. The pKi is 9.0. (4) The drug is CC(C)C[C@H](NC(=O)[C@H](Cc1cnc[nH]1)NC(=O)CS)C(N)=O. The target protein (P14756) has sequence MKKVSTLDLLFVAIMGVSPAAFAADLIDVSKLPSKAAQGAPGPVTLQAAVGAGGADELKAIRSTTLPNGKQVTRYEQFHNGVRVVGEAITEVKGPGKSVAAQRSGHFVANIAADLPGSTTAAVSAEQVLAQAKSLKAQGRKTENDKVELVIRLGENNIAQLVYNVSYLIPGEGLSRPHFVIDAKTGEVLDQWEGLAHAEAGGPGGNQKIGKYTYGSDYGPLIVNDRCEMDDGNVITVDMNSSTDDSKTTPFRFACPTNTYKQVNGAYSPLNDAHFFGGVVFKLYRDWFGTSPLTHKLYMKVHYGRSVENAYWDGTAMLFGDGATMFYPLVSLDVAAHEVSHGFTEQNSGLIYRGQSGGMNEAFSDMAGEAAEFYMRGKNDFLIGYDIKKGSGALRYMDQPSRDGRSIDNASQYYNGIDVHHSSGVYNRAFYLLANSPGWDTRKAFEVFVDANRYYWTATSNYNSGACGVIRSAQNRNYSAADVTRAFSTVGVTCPSAL. The pKi is 3.5. (5) The drug is CC(N)Cc1c[nH]c2ccc(OCc3cccs3)cc12. The target protein (P49144) has sequence MEEPGAQCAPPLAAGSQIAVPQANLSAAHSHNCSAEGYIYQDSIALPWKVLLVLLLALFTLATTLSNAFVVATVYRTRKLHTPANYLIASLAVTDLLVSILVMPISTMYTVTGRWTLGQVVCDLWLSSDITCCTASIMHLCVIALDRYWAITDAVEYSAKRTPKRAAIMIRLVWVFSICISLPPFFWRQAKAEEEVSECLVNTDHVLYTVYSTVGAFYLPTLLLIALYGRIYVEARSRILKQTPNRTGKRLTRAQLITDSPGSTTSVTSINSRAPDVPSESGSPVYVNQVKVRVSDALLEKKKLMAARERKATKTLGIILGVFIVCWLPFFIISLVMPICKDACWFHQAIFDFFTWLGYVNSLINPIIYTMSNEDFKQAFHKLIRFKCTS. The pKi is 5.0. (6) The pKi is 5.0. The target protein (P31423) has sequence MSGKGGWAWWWARLPLCLLLSLYAPWVPSSLGKPKGHPHMNSIRIDGDITLGGLFPVHGRGSEGKACGELKKEKGIHRLEAMLFALDRINNDPDLLPNITLGARILDTCSRDTHALEQSLTFVQALIEKDGTEVRCGSGGPPIITKPERVVGVIGASGSSVSIMVANILRLFKIPQISYASTAPDLSDNSRYDFFSRVVPSDTYQAQAMVDIVRALKWNYVSTLASEGSYGESGVEAFIQKSRENGGVCIAQSVKIPREPKTGEFDKIIKRLLETSNARGIIIFANEDDIRRVLEAARRANQTGHFFWMGSDSWGSKSAPVLRLEEVAEGAVTILPKRMSVRGFDRYFSSRTLDNNRRNIWFAEFWEDNFHCKLSRHALKKGSHIKKCTNRERIGQDSAYEQEGKVQFVIDAVYAMGHALHAMHRDLCPGRVGLCPRMDPVDGTQLLKYIRNVNFSGIAGNPVTFNENGDAPGRYDIYQYQLRNGSAEYKVIGSWTDHLH.... The small molecule is N[C@@H](C(=O)O)c1cccc(O)c1.